From a dataset of Reaction yield outcomes from USPTO patents with 853,638 reactions. Predict the reaction yield, written as a fraction of the theoretical maximum amount of product (1.0 means a 100% yield; for example, 0.34 means a 34% yield). (1) The yield is 0.140. The product is [C:14]1([C:20]2[CH:21]=[C:22]([C:28]3[CH:29]=[C:30]4[C:35](=[CH:36][CH:37]=3)[CH:34]=[C:33]([N:42]3[C:43](=[O:45])[C:44](=[CH2:1])[S:40][C:41]3=[O:46])[CH:32]=[CH:31]4)[CH:23]=[CH:24][C:25]=2[O:26][CH3:27])[CH:15]=[CH:16][CH:17]=[CH:18][CH:19]=1. The reactants are [C:1]1(C)C=CC=CC=1.N1CCCCC1.[C:14]1([C:20]2[CH:21]=[C:22]([C:28]3[CH:29]=[C:30]4[C:35](=[CH:36][CH:37]=3)[CH:34]=[C:33](C=O)[CH:32]=[CH:31]4)[CH:23]=[CH:24][C:25]=2[O:26][CH3:27])[CH:19]=[CH:18][CH:17]=[CH:16][CH:15]=1.[S:40]1[CH2:44][C:43](=[O:45])[NH:42][C:41]1=[O:46]. The catalyst is C(O)(=O)C. (2) The reactants are [O:1]=[C:2]1[NH:7][C:6]2[CH:8]=[C:9]([CH:12]=O)[CH:10]=[CH:11][C:5]=2[S:4][CH2:3]1.[CH3:14][O:15][C:16]1[CH:25]=[C:24]2[C:19]([N:20]=[CH:21][C:22]([S:26][CH2:27][CH2:28][N:29]3[CH2:34][CH2:33][CH:32]([NH2:35])[CH2:31][CH2:30]3)=[N:23]2)=[CH:18][CH:17]=1. No catalyst specified. The product is [CH3:14][O:15][C:16]1[CH:25]=[C:24]2[C:19]([N:20]=[CH:21][C:22]([S:26][CH2:27][CH2:28][N:29]3[CH2:30][CH2:31][CH:32]([NH:35][CH2:12][C:9]4[CH:10]=[CH:11][C:5]5[S:4][CH2:3][C:2](=[O:1])[NH:7][C:6]=5[CH:8]=4)[CH2:33][CH2:34]3)=[N:23]2)=[CH:18][CH:17]=1. The yield is 0.480. (3) The reactants are Cl[CH:2]([CH:8]1[CH2:13][CH2:12][CH2:11][CH2:10][CH2:9]1)[C:3]([O:5][CH2:6][CH3:7])=[O:4].[F:14][C:15]1[CH:20]=[CH:19][CH:18]=[CH:17][C:16]=1[N+:21]([O-:23])=[O:22].Cl. The catalyst is CN(C=O)C.O. The product is [CH:8]1([CH:2]([C:19]2[CH:18]=[CH:17][C:16]([N+:21]([O-:23])=[O:22])=[C:15]([F:14])[CH:20]=2)[C:3]([O:5][CH2:6][CH3:7])=[O:4])[CH2:13][CH2:12][CH2:11][CH2:10][CH2:9]1. The yield is 0.490. (4) The reactants are C(N1C=CN=C1)(N1C=CN=C1)=O.[F:13][C:14]1[CH:19]=[CH:18][CH:17]=[CH:16][C:15]=1[C:20]1[CH:28]=[N:27][CH:26]=[C:25]([NH:29][C:30]2[CH:35]=[CH:34][C:33]([I:36])=[CH:32][C:31]=2[F:37])[C:21]=1[C:22](O)=[O:23].O.[NH2:39][NH2:40]. The catalyst is CS(C)=O. The product is [F:13][C:14]1[CH:19]=[CH:18][CH:17]=[CH:16][C:15]=1[C:20]1[CH:28]=[N:27][CH:26]=[C:25]([NH:29][C:30]2[CH:35]=[CH:34][C:33]([I:36])=[CH:32][C:31]=2[F:37])[C:21]=1[C:22]([NH:39][NH2:40])=[O:23]. The yield is 0.530. (5) The reactants are Cl.Cl.[C:3]1([CH2:9][N:10]2[CH2:15][CH2:14][CH2:13][CH2:12][CH:11]2NCC)[CH:8]=[CH:7][CH:6]=[CH:5][CH:4]=1.[CH3:19][S:20]([C:23]1[CH:28]=[CH:27][C:26]([CH2:29][C:30]([OH:32])=O)=[CH:25][CH:24]=1)(=[O:22])=[O:21].[CH:33]1([N:39]=C=NC2CCCCC2)CCCC[CH2:34]1. The catalyst is C(Cl)Cl.CN(C)C1C=CN=CC=1. The product is [C:3]1([CH2:9][N:10]2[CH2:11][CH2:12][CH:13]([N:39]([CH2:33][CH3:34])[C:30](=[O:32])[CH2:29][C:26]3[CH:25]=[CH:24][C:23]([S:20]([CH3:19])(=[O:21])=[O:22])=[CH:28][CH:27]=3)[CH2:14][CH2:15]2)[CH:4]=[CH:5][CH:6]=[CH:7][CH:8]=1. The yield is 0.760.